This data is from Full USPTO retrosynthesis dataset with 1.9M reactions from patents (1976-2016). The task is: Predict the reactants needed to synthesize the given product. (1) Given the product [CH3:51][S:52](/[CH:55]=[CH:4]/[C@@H:5]([NH:22][C:23]([C:24]1[CH:29]=[CH:28][CH:27]=[CH:26][CH:25]=1)([C:36]1[CH:41]=[CH:40][CH:39]=[CH:38][CH:37]=1)[C:30]1[CH:31]=[CH:32][CH:33]=[CH:34][CH:35]=1)[CH2:6][C:7]1[CH:21]=[CH:20][C:10]([CH2:11][NH:12][C:13](=[O:19])[O:14][C:15]([CH3:16])([CH3:18])[CH3:17])=[CH:9][CH:8]=1)(=[O:53])=[O:54], predict the reactants needed to synthesize it. The reactants are: CON(C)[C:4](=O)[C@@H:5]([NH:22][C:23]([C:36]1[CH:41]=[CH:40][CH:39]=[CH:38][CH:37]=1)([C:30]1[CH:35]=[CH:34][CH:33]=[CH:32][CH:31]=1)[C:24]1[CH:29]=[CH:28][CH:27]=[CH:26][CH:25]=1)[CH2:6][C:7]1[CH:21]=[CH:20][C:10]([CH2:11][NH:12][C:13](=[O:19])[O:14][C:15]([CH3:18])([CH3:17])[CH3:16])=[CH:9][CH:8]=1.[H-].[H-].[H-].[H-].[Li+].[Al+3].Cl.[CH3:51][S:52]([CH2:55]P(=O)(OCC)OCC)(=[O:54])=[O:53].[H-].[Na+]. (2) Given the product [Br:1][C:2]1[CH:7]=[CH:6][C:5]([N:8]2[CH2:12][CH2:11][CH:10]([CH2:13][N:23]3[CH2:18][CH2:19][CH2:27][CH2:28]3)[C:9]2=[O:14])=[CH:4][CH:3]=1, predict the reactants needed to synthesize it. The reactants are: [Br:1][C:2]1[CH:7]=[CH:6][C:5]([N:8]2[CH2:12][CH2:11][C:10](=[CH2:13])[C:9]2=[O:14])=[CH:4][CH:3]=1.COC1C=CC=[CH:19][C:18]=1[N:23]1[CH2:28][CH2:27]NCC1.N1CCCC1. (3) Given the product [CH3:24][C:21]1([CH3:23])[C:20]([CH3:25])([CH3:26])[O:19][B:18]([C:28]2[CH:29]=[C:30]3[C:34](=[CH:35][CH:36]=2)[CH2:33][CH:32]([NH:37][S:38]([CH:41]([CH3:43])[CH3:42])(=[O:39])=[O:40])[CH2:31]3)[O:22]1, predict the reactants needed to synthesize it. The reactants are: ClCCl.C([O-])(=O)C.[K+].[B:18]1([B:18]2[O:22][C:21]([CH3:24])([CH3:23])[C:20]([CH3:26])([CH3:25])[O:19]2)[O:22][C:21]([CH3:24])([CH3:23])[C:20]([CH3:26])([CH3:25])[O:19]1.I[C:28]1[CH:29]=[C:30]2[C:34](=[CH:35][CH:36]=1)[CH2:33][CH:32]([NH:37][S:38]([CH:41]([CH3:43])[CH3:42])(=[O:40])=[O:39])[CH2:31]2. (4) Given the product [Cl:11][C:4]1[N:3]=[C:2]([NH:12][CH2:13][C:14]([O:16][CH2:17][CH3:18])=[O:15])[C:7]([N+:8]([O-:10])=[O:9])=[CH:6][CH:5]=1, predict the reactants needed to synthesize it. The reactants are: Cl[C:2]1[C:7]([N+:8]([O-:10])=[O:9])=[CH:6][CH:5]=[C:4]([Cl:11])[N:3]=1.[NH2:12][CH2:13][C:14]([O:16][CH2:17][CH3:18])=[O:15].C(N(CC)C(C)C)(C)C.C([O-])(O)=O.[Na+]. (5) Given the product [CH3:1][O:2][C:3]1[CH:4]=[C:5]([CH:25]=[CH:26][C:27]=1[O:28][CH3:29])[CH2:6][NH:7][C:8](=[O:24])[C:9]1[CH:14]=[C:13]([N+:15]([O-:17])=[O:16])[CH:12]=[CH:11][C:10]=1[NH:18][CH:19]1[CH2:22][O:23][C:31](=[O:33])[O:21][CH2:20]1, predict the reactants needed to synthesize it. The reactants are: [CH3:1][O:2][C:3]1[CH:4]=[C:5]([CH:25]=[CH:26][C:27]=1[O:28][CH3:29])[CH2:6][NH:7][C:8](=[O:24])[C:9]1[CH:14]=[C:13]([N+:15]([O-:17])=[O:16])[CH:12]=[CH:11][C:10]=1[NH:18][CH:19]([CH2:22][OH:23])[CH2:20][OH:21].Cl[C:31](Cl)([O:33]C(=O)OC(Cl)(Cl)Cl)Cl. (6) Given the product [NH:2]1[CH:6]=[CH:5][N:4]=[C:3]1[C:7]1[CH:14]=[CH:13][CH:12]=[CH:11][C:8]=1[C:9]#[N:10], predict the reactants needed to synthesize it. The reactants are: Cl.[NH:2]1[CH:6]=[CH:5][N:4]=[C:3]1[C:7]1[CH:14]=[CH:13][CH:12]=[CH:11][C:8]=1[C:9]#[N:10].[OH-].[Na+]. (7) Given the product [C:31]1([C:2]2[C:10]3[C:5](=[N:6][CH:7]=[N:8][C:9]=3[NH2:11])[N:4]([C:12]([C:25]3[CH:30]=[CH:29][CH:28]=[CH:27][CH:26]=3)([C:19]3[CH:24]=[CH:23][CH:22]=[CH:21][CH:20]=3)[C:13]3[CH:18]=[CH:17][CH:16]=[CH:15][CH:14]=3)[N:3]=2)[CH:36]=[CH:35][CH:34]=[CH:33][CH:32]=1, predict the reactants needed to synthesize it. The reactants are: I[C:2]1[C:10]2[C:5](=[N:6][CH:7]=[N:8][C:9]=2[NH2:11])[N:4]([C:12]([C:25]2[CH:30]=[CH:29][CH:28]=[CH:27][CH:26]=2)([C:19]2[CH:24]=[CH:23][CH:22]=[CH:21][CH:20]=2)[C:13]2[CH:18]=[CH:17][CH:16]=[CH:15][CH:14]=2)[N:3]=1.[C:31]1(B(O)O)[CH:36]=[CH:35][CH:34]=[CH:33][CH:32]=1.C(=O)([O-])[O-]. (8) Given the product [C:1]([N:4]1[CH2:5][CH2:6][CH:7]([C:10]([O:23][S:31]([C:34]2[CH:40]=[CH:39][C:37]([CH3:38])=[CH:36][CH:35]=2)(=[O:33])=[O:32])=[C:11]([C:14]2[S:15][C:16]3[CH:22]=[CH:21][CH:20]=[CH:19][C:17]=3[N:18]=2)[C:12]#[N:13])[CH2:8][CH2:9]1)(=[O:3])[CH3:2], predict the reactants needed to synthesize it. The reactants are: [C:1]([N:4]1[CH2:9][CH2:8][CH:7]([C:10]([OH:23])=[C:11]([C:14]2[S:15][C:16]3[CH:22]=[CH:21][CH:20]=[CH:19][C:17]=3[N:18]=2)[C:12]#[N:13])[CH2:6][CH2:5]1)(=[O:3])[CH3:2].C(N(CC)CC)C.[S:31](Cl)([C:34]1[CH:40]=[CH:39][C:37]([CH3:38])=[CH:36][CH:35]=1)(=[O:33])=[O:32]. (9) Given the product [C:16]1([C:10]2[NH:11][C:12]3[C:8]([CH:9]=2)=[CH:7][C:6]([CH2:5][C:4]([OH:3])=[O:22])=[CH:14][C:13]=3[NH:15][CH:27]2[CH2:28][CH2:29][S:24](=[O:31])(=[O:23])[CH2:25][CH2:26]2)[CH:21]=[CH:20][CH:19]=[CH:18][CH:17]=1, predict the reactants needed to synthesize it. The reactants are: C([O:3][C:4](=[O:22])[CH2:5][C:6]1[CH:7]=[C:8]2[C:12](=[C:13]([NH2:15])[CH:14]=1)[NH:11][C:10]([C:16]1[CH:21]=[CH:20][CH:19]=[CH:18][CH:17]=1)=[CH:9]2)C.[O:23]=[S:24]1(=[O:31])[CH2:29][CH2:28][C:27](=O)[CH2:26][CH2:25]1.